From a dataset of Full USPTO retrosynthesis dataset with 1.9M reactions from patents (1976-2016). Predict the reactants needed to synthesize the given product. (1) Given the product [C:1]1([S:7]([N:10]2[C:14]3=[N:15][CH:16]=[C:17]([C:31]4[CH:32]=[CH:33][N:29]([Si:28]([CH:37]([CH3:39])[CH3:38])([CH:40]([CH3:42])[CH3:41])[CH:25]([CH3:26])[CH3:27])[CH:30]=4)[CH:18]=[C:13]3[C:12]([C:20]3[CH:24]=[CH:23][O:22][CH:21]=3)=[CH:11]2)(=[O:9])=[O:8])[CH:6]=[CH:5][CH:4]=[CH:3][CH:2]=1, predict the reactants needed to synthesize it. The reactants are: [C:1]1([S:7]([N:10]2[C:14]3=[N:15][CH:16]=[C:17](Br)[CH:18]=[C:13]3[C:12]([C:20]3[CH:24]=[CH:23][O:22][CH:21]=3)=[CH:11]2)(=[O:9])=[O:8])[CH:6]=[CH:5][CH:4]=[CH:3][CH:2]=1.[CH:25]([Si:28]([CH:40]([CH3:42])[CH3:41])([CH:37]([CH3:39])[CH3:38])[N:29]1[CH:33]=[CH:32][C:31](B(O)O)=[CH:30]1)([CH3:27])[CH3:26].[Li+].[Cl-].C([O-])([O-])=O.[Na+].[Na+]. (2) Given the product [CH:1]1([C:7]2[C:15]3[C:10](=[CH:11][C:12]([C:16]([NH:63][C:64]4([C:69]([NH:71][C:72]5[CH:73]=[CH:74][C:75](/[CH:78]=[CH:79]/[C:80]([OH:82])=[O:81])=[CH:76][CH:77]=5)=[O:70])[CH2:68][CH2:67][CH2:66][CH2:65]4)=[O:18])=[CH:13][CH:14]=3)[N:9]([CH2:19][C:20]([N:22]([CH3:23])[CH3:24])=[O:21])[C:8]=2[C:25]2[O:29][CH:28]=[N:27][CH:26]=2)[CH2:6][CH2:5][CH2:4][CH2:3][CH2:2]1, predict the reactants needed to synthesize it. The reactants are: [CH:1]1([C:7]2[C:15]3[C:10](=[CH:11][C:12]([C:16]([OH:18])=O)=[CH:13][CH:14]=3)[N:9]([CH2:19][C:20]([N:22]([CH3:24])[CH3:23])=[O:21])[C:8]=2[C:25]2[O:29][CH:28]=[N:27][CH:26]=2)[CH2:6][CH2:5][CH2:4][CH2:3][CH2:2]1.CCN(C(C)C)C(C)C.CN(C(ON1N=NC2C=CC=NC1=2)=[N+](C)C)C.F[P-](F)(F)(F)(F)F.[NH2:63][C:64]1([C:69]([NH:71][C:72]2[CH:77]=[CH:76][C:75](/[CH:78]=[CH:79]/[C:80]([O:82]CC)=[O:81])=[CH:74][CH:73]=2)=[O:70])[CH2:68][CH2:67][CH2:66][CH2:65]1. (3) Given the product [Cl:1][C:2]1[C:3]2[N:4]([C:8]([C@H:11]3[CH2:16][CH2:15][C@H:14]([C:27]([OH:26])([CH3:28])[CH3:21])[CH2:13][CH2:12]3)=[N:9][CH:10]=2)[CH:5]=[CH:6][N:7]=1, predict the reactants needed to synthesize it. The reactants are: [Cl:1][C:2]1[C:3]2[N:4]([C:8]([C@H:11]3[CH2:16][CH2:15][C@H:14](C(OC)=O)[CH2:13][CH2:12]3)=[N:9][CH:10]=2)[CH:5]=[CH:6][N:7]=1.[CH3:21][Mg]Br.CC[O:26][CH2:27][CH3:28]. (4) Given the product [CH:1]12[N:8]([C:9]3[CH:14]=[C:13]([CH2:15][N:16]([CH3:17])[CH3:18])[N:12]=[C:11]([C:19]4[CH:24]=[CH:23][C:22]([NH:25][C:26]([NH:28][C:29]5[CH:31]=[CH:44][C:39]([N:36]6[CH2:37][CH2:38][N:33]([CH3:32])[CH2:34][CH2:35]6)=[CH:40][CH:30]=5)=[O:27])=[CH:21][CH:20]=4)[N:10]=3)[CH:5]([CH2:6][CH2:7]1)[CH2:4][O:3][CH2:2]2, predict the reactants needed to synthesize it. The reactants are: [CH:1]12[N:8]([C:9]3[CH:14]=[C:13]([CH2:15][N:16]([CH3:18])[CH3:17])[N:12]=[C:11]([C:19]4[CH:24]=[CH:23][C:22]([NH:25][C:26]([NH:28][CH:29]5[CH2:31][CH2:30]5)=[O:27])=[CH:21][CH:20]=4)[N:10]=3)[CH:5]([CH2:6][CH2:7]1)[CH2:4][O:3][CH2:2]2.[CH3:32][N:33]1[CH2:38][CH2:37][N:36]([C:39]2[CH:44]=CC(NC(NC3C=CC(B4OC(C)(C)C(C)(C)O4)=CC=3)=O)=C[CH:40]=2)[CH2:35][CH2:34]1. (5) Given the product [Br:1][C:2]1[C:3](=[O:35])[N:4]([C:25]2[CH:26]=[C:27]([CH:31]=[CH:32][C:33]=2[CH3:34])[C:28]([NH:45][CH3:44])=[O:29])[C:5]([CH3:24])=[CH:6][C:7]=1[O:8][CH2:9][C:10]1[CH:15]=[CH:14][C:13]([F:16])=[CH:12][C:11]=1[CH2:17][NH:18][C:19]([NH:21][CH2:22][CH3:23])=[O:20], predict the reactants needed to synthesize it. The reactants are: [Br:1][C:2]1[C:3](=[O:35])[N:4]([C:25]2[CH:26]=[C:27]([CH:31]=[CH:32][C:33]=2[CH3:34])[C:28](O)=[O:29])[C:5]([CH3:24])=[CH:6][C:7]=1[O:8][CH2:9][C:10]1[CH:15]=[CH:14][C:13]([F:16])=[CH:12][C:11]=1[CH2:17][NH:18][C:19]([NH:21][CH2:22][CH3:23])=[O:20].ClC(OCC(C)C)=O.[CH3:44][N:45]1CCOCC1.CN. (6) Given the product [C:17]([C:15]1[N:16]=[C:11]2[CH:10]=[CH:9][C:8]([F:7])=[CH:24][N:12]2[C:13](=[O:23])[CH:14]=1)#[CH:18], predict the reactants needed to synthesize it. The reactants are: C(=O)([O-])[O-].[K+].[K+].[F:7][C:8]1[CH:9]=[CH:10][C:11]2[N:12]([CH:24]=1)[C:13](=[O:23])[CH:14]=[C:15]([C:17]#[C:18][Si](C)(C)C)[N:16]=2.